From a dataset of NCI-60 drug combinations with 297,098 pairs across 59 cell lines. Regression. Given two drug SMILES strings and cell line genomic features, predict the synergy score measuring deviation from expected non-interaction effect. (1) Drug 1: CC12CCC(CC1=CCC3C2CCC4(C3CC=C4C5=CN=CC=C5)C)O. Drug 2: C#CCC(CC1=CN=C2C(=N1)C(=NC(=N2)N)N)C3=CC=C(C=C3)C(=O)NC(CCC(=O)O)C(=O)O. Cell line: HOP-62. Synergy scores: CSS=-1.31, Synergy_ZIP=-0.536, Synergy_Bliss=-2.02, Synergy_Loewe=-1.98, Synergy_HSA=-3.13. (2) Drug 1: CC1=C(C=C(C=C1)NC2=NC=CC(=N2)N(C)C3=CC4=NN(C(=C4C=C3)C)C)S(=O)(=O)N.Cl. Drug 2: C1=CN(C(=O)N=C1N)C2C(C(C(O2)CO)O)O.Cl. Cell line: EKVX. Synergy scores: CSS=24.6, Synergy_ZIP=-6.18, Synergy_Bliss=2.55, Synergy_Loewe=-15.6, Synergy_HSA=1.68. (3) Drug 1: CN1CCC(CC1)COC2=C(C=C3C(=C2)N=CN=C3NC4=C(C=C(C=C4)Br)F)OC. Drug 2: CN(CCCl)CCCl.Cl. Cell line: HCC-2998. Synergy scores: CSS=20.4, Synergy_ZIP=-0.431, Synergy_Bliss=-0.376, Synergy_Loewe=-3.84, Synergy_HSA=-1.75. (4) Drug 1: CC1OCC2C(O1)C(C(C(O2)OC3C4COC(=O)C4C(C5=CC6=C(C=C35)OCO6)C7=CC(=C(C(=C7)OC)O)OC)O)O. Drug 2: C(CN)CNCCSP(=O)(O)O. Cell line: UO-31. Synergy scores: CSS=12.8, Synergy_ZIP=-5.09, Synergy_Bliss=-1.87, Synergy_Loewe=-17.5, Synergy_HSA=-0.926. (5) Cell line: HOP-92. Drug 1: CC1OCC2C(O1)C(C(C(O2)OC3C4COC(=O)C4C(C5=CC6=C(C=C35)OCO6)C7=CC(=C(C(=C7)OC)O)OC)O)O. Synergy scores: CSS=27.4, Synergy_ZIP=-8.10, Synergy_Bliss=-2.51, Synergy_Loewe=-2.52, Synergy_HSA=-2.51. Drug 2: C#CCC(CC1=CN=C2C(=N1)C(=NC(=N2)N)N)C3=CC=C(C=C3)C(=O)NC(CCC(=O)O)C(=O)O. (6) Drug 1: CC1=C2C(C(=O)C3(C(CC4C(C3C(C(C2(C)C)(CC1OC(=O)C(C(C5=CC=CC=C5)NC(=O)OC(C)(C)C)O)O)OC(=O)C6=CC=CC=C6)(CO4)OC(=O)C)OC)C)OC. Drug 2: CCC(=C(C1=CC=CC=C1)C2=CC=C(C=C2)OCCN(C)C)C3=CC=CC=C3.C(C(=O)O)C(CC(=O)O)(C(=O)O)O. Cell line: MCF7. Synergy scores: CSS=63.1, Synergy_ZIP=16.1, Synergy_Bliss=16.6, Synergy_Loewe=7.36, Synergy_HSA=19.1. (7) Drug 1: CC1=C(C=C(C=C1)NC2=NC=CC(=N2)N(C)C3=CC4=NN(C(=C4C=C3)C)C)S(=O)(=O)N.Cl. Drug 2: C1CCC(C(C1)N)N.C(=O)(C(=O)[O-])[O-].[Pt+4]. Cell line: SK-MEL-5. Synergy scores: CSS=11.7, Synergy_ZIP=1.49, Synergy_Bliss=3.28, Synergy_Loewe=-6.21, Synergy_HSA=1.03. (8) Drug 1: C1=C(C(=O)NC(=O)N1)F. Drug 2: CC1=C(C(CCC1)(C)C)C=CC(=CC=CC(=CC(=O)O)C)C. Cell line: T-47D. Synergy scores: CSS=31.3, Synergy_ZIP=-10.3, Synergy_Bliss=-12.6, Synergy_Loewe=-7.74, Synergy_HSA=-7.34. (9) Drug 1: CC(C1=C(C=CC(=C1Cl)F)Cl)OC2=C(N=CC(=C2)C3=CN(N=C3)C4CCNCC4)N. Drug 2: C(CC(=O)O)C(=O)CN.Cl. Cell line: 786-0. Synergy scores: CSS=19.1, Synergy_ZIP=-3.99, Synergy_Bliss=0.626, Synergy_Loewe=1.05, Synergy_HSA=1.000. (10) Drug 1: C1=CC(=CC=C1CCCC(=O)O)N(CCCl)CCCl. Drug 2: C1CN(P(=O)(OC1)NCCCl)CCCl. Cell line: A549. Synergy scores: CSS=14.5, Synergy_ZIP=-1.83, Synergy_Bliss=-6.06, Synergy_Loewe=-22.3, Synergy_HSA=-5.56.